Dataset: NCI-60 drug combinations with 297,098 pairs across 59 cell lines. Task: Regression. Given two drug SMILES strings and cell line genomic features, predict the synergy score measuring deviation from expected non-interaction effect. (1) Drug 1: CNC(=O)C1=CC=CC=C1SC2=CC3=C(C=C2)C(=NN3)C=CC4=CC=CC=N4. Drug 2: CCC1=C2CN3C(=CC4=C(C3=O)COC(=O)C4(CC)O)C2=NC5=C1C=C(C=C5)O. Cell line: NCI-H460. Synergy scores: CSS=30.4, Synergy_ZIP=3.15, Synergy_Bliss=7.81, Synergy_Loewe=-15.5, Synergy_HSA=8.16. (2) Drug 1: CS(=O)(=O)CCNCC1=CC=C(O1)C2=CC3=C(C=C2)N=CN=C3NC4=CC(=C(C=C4)OCC5=CC(=CC=C5)F)Cl. Drug 2: CN(CCCl)CCCl.Cl. Cell line: IGROV1. Synergy scores: CSS=22.8, Synergy_ZIP=-11.0, Synergy_Bliss=-1.53, Synergy_Loewe=-0.924, Synergy_HSA=0.932. (3) Drug 1: CC(CN1CC(=O)NC(=O)C1)N2CC(=O)NC(=O)C2. Drug 2: C1CC(C1)(C(=O)O)C(=O)O.[NH2-].[NH2-].[Pt+2]. Cell line: KM12. Synergy scores: CSS=24.7, Synergy_ZIP=-10.1, Synergy_Bliss=-7.17, Synergy_Loewe=-5.85, Synergy_HSA=-3.97. (4) Drug 1: CC1=C(C=C(C=C1)NC(=O)C2=CC=C(C=C2)CN3CCN(CC3)C)NC4=NC=CC(=N4)C5=CN=CC=C5. Drug 2: CN(C(=O)NC(C=O)C(C(C(CO)O)O)O)N=O. Cell line: UACC62. Synergy scores: CSS=10.7, Synergy_ZIP=-2.67, Synergy_Bliss=-0.516, Synergy_Loewe=0.651, Synergy_HSA=0.977. (5) Drug 1: CC12CCC3C(C1CCC2=O)CC(=C)C4=CC(=O)C=CC34C. Drug 2: CC12CCC3C(C1CCC2OP(=O)(O)O)CCC4=C3C=CC(=C4)OC(=O)N(CCCl)CCCl.[Na+]. Cell line: MDA-MB-231. Synergy scores: CSS=-0.269, Synergy_ZIP=-14.3, Synergy_Bliss=-31.3, Synergy_Loewe=-49.2, Synergy_HSA=-31.3. (6) Drug 1: CC1=C(C(CCC1)(C)C)C=CC(=CC=CC(=CC(=O)O)C)C. Drug 2: C1=NC2=C(N1)C(=S)N=CN2. Cell line: A498. Synergy scores: CSS=2.91, Synergy_ZIP=2.14, Synergy_Bliss=-0.649, Synergy_Loewe=-15.2, Synergy_HSA=-4.26.